Predict the reactants needed to synthesize the given product. From a dataset of Full USPTO retrosynthesis dataset with 1.9M reactions from patents (1976-2016). (1) Given the product [F:7][C@@H:8]1[CH2:12][CH2:11][N:10]([CH2:13][CH2:14][OH:15])[CH2:9]1, predict the reactants needed to synthesize it. The reactants are: [H-].[Al+3].[Li+].[H-].[H-].[H-].[F:7][C@@H:8]1[CH2:12][CH2:11][N:10]([CH2:13][C:14](OC)=[O:15])[CH2:9]1. (2) Given the product [Cl:1][C:2]1[CH:7]=[CH:6][C:5]([Cl:8])=[CH:4][C:3]=1[C:9]1[CH:14]=[CH:13][N:12]([CH:15]([CH3:32])[C:16]([NH:18][C:19]2[CH:20]=[CH:21][C:22]([C:23]([OH:25])=[O:24])=[CH:30][CH:31]=2)=[O:17])[C:11](=[O:33])[CH:10]=1, predict the reactants needed to synthesize it. The reactants are: [Cl:1][C:2]1[CH:7]=[CH:6][C:5]([Cl:8])=[CH:4][C:3]=1[C:9]1[CH:14]=[CH:13][N:12]([CH:15]([CH3:32])[C:16]([NH:18][C:19]2[CH:31]=[CH:30][C:22]([C:23]([O:25]C(C)(C)C)=[O:24])=[CH:21][CH:20]=2)=[O:17])[C:11](=[O:33])[CH:10]=1.C(O)(C(F)(F)F)=O. (3) Given the product [OH:11][CH:10]=[C:4]1[CH2:5][CH2:6][CH2:7][CH2:8][C:3]1=[O:9], predict the reactants needed to synthesize it. The reactants are: [H-].[Na+].[C:3]1(=[O:9])[CH2:8][CH2:7][CH2:6][CH2:5][CH2:4]1.[CH:10](OCC)=[O:11]. (4) Given the product [CH3:1][O:2][C:3]1[CH:10]=[CH:9][C:6]([CH2:7][NH:8][S:12]([C:15]2[CH:16]=[CH:17][C:18]([CH2:21][C:22]([OH:24])=[O:23])=[CH:19][CH:20]=2)(=[O:14])=[O:13])=[CH:5][CH:4]=1, predict the reactants needed to synthesize it. The reactants are: [CH3:1][O:2][C:3]1[CH:10]=[CH:9][C:6]([CH2:7][NH2:8])=[CH:5][CH:4]=1.Cl[S:12]([C:15]1[CH:20]=[CH:19][C:18]([CH2:21][C:22]([OH:24])=[O:23])=[CH:17][CH:16]=1)(=[O:14])=[O:13]. (5) Given the product [C:1]([O:5][C:6]([C:8]1[C:17]([NH2:18])=[CH:16][C:15]2[C:10](=[CH:11][C:12]([O:27][CH3:28])=[C:13]([OH:19])[CH:14]=2)[CH:9]=1)=[O:7])([CH3:4])([CH3:3])[CH3:2], predict the reactants needed to synthesize it. The reactants are: [C:1]([O:5][C:6]([C:8]1[C:17]([NH2:18])=[CH:16][C:15]2[C:10](=[CH:11][C:12]([O:27][CH3:28])=[C:13]([O:19]CC3C=CC=CC=3)[CH:14]=2)[CH:9]=1)=[O:7])([CH3:4])([CH3:3])[CH3:2]. (6) Given the product [CH3:1][O:2][C:3]([C:4]1[CH:9]=[CH:8][C:7]2[N:10]([CH3:25])[C:11]([NH:14][C:15]3[S:16][C:17]4[CH:23]=[C:22]([F:24])[CH:21]=[CH:20][C:18]=4[N:19]=3)=[N:12][C:6]=2[CH:5]=1)=[O:13], predict the reactants needed to synthesize it. The reactants are: [CH3:1][O:2][C:3](=[O:13])[C:4]1[CH:9]=[CH:8][C:7]([NH:10][CH3:11])=[C:6]([NH2:12])[CH:5]=1.[NH2:14][C:15]1[S:16][C:17]2[CH:23]=[C:22]([F:24])[CH:21]=[CH:20][C:18]=2[N:19]=1.[C:25](N1C=CN=C1)(N1C=CN=C1)=S. (7) Given the product [C:39]([C:36]1[CH:37]=[CH:38][C:33]([N:30]2[CH2:31][CH2:32][CH:27]([C:25]([OH:26])=[O:62])[CH2:28][CH2:29]2)=[N:34][CH:35]=1)#[N:40].[Cl:23][C:20]1[CH:19]=[CH:18][C:17]([O:16][C@H:14]([C@H:13]2[CH2:12][CH2:11][N:10]([C:25]([CH:27]3[CH2:32][CH2:31][N:30]([C:33]4[CH:38]=[CH:37][C:36]([C:39]#[N:40])=[CH:35][N:34]=4)[CH2:29][CH2:28]3)=[O:26])[CH2:9][C@@H:8]2[C:5]2[CH:6]=[CH:7][C:2]([Cl:1])=[CH:3][CH:4]=2)[CH3:15])=[CH:22][CH:21]=1, predict the reactants needed to synthesize it. The reactants are: [Cl:1][C:2]1[CH:7]=[CH:6][C:5]([C@@H:8]2[C@@H:13]([C@@H:14]([O:16][C:17]3[CH:22]=[CH:21][C:20]([Cl:23])=[C:19](Cl)[CH:18]=3)[CH3:15])[CH2:12][CH2:11][N:10]([C:25]([CH:27]3[CH2:32][CH2:31][N:30]([C:33]4[CH:38]=[CH:37][C:36]([C:39]#[N:40])=[CH:35][N:34]=4)[CH2:29][CH2:28]3)=[O:26])[CH2:9]2)=[CH:4][CH:3]=1.N1CCCCC1.C(N1CC[C@H]([C@H]([OH:62])C)[C@@H](C2C=CC(Cl)=CC=2)C1)C1C=CC=CC=1.ClC1C=CC(O)=CC=1.ClC(OC(Cl)=O)C.CCN(C(C)C)C(C)C.